This data is from Full USPTO retrosynthesis dataset with 1.9M reactions from patents (1976-2016). The task is: Predict the reactants needed to synthesize the given product. (1) Given the product [N+:18](=[CH:20][C:15]([C:10]1([N:1]2[C:5]3=[N:6][CH:7]=[CH:8][CH:9]=[C:4]3[CH:3]=[CH:2]2)[CH2:14][CH2:13][CH2:12][CH2:11]1)=[O:16])=[N-:19], predict the reactants needed to synthesize it. The reactants are: [N:1]1([C:10]2([C:15](Cl)=[O:16])[CH2:14][CH2:13][CH2:12][CH2:11]2)[C:5]2=[N:6][CH:7]=[CH:8][CH:9]=[C:4]2[CH:3]=[CH:2]1.[N+:18](=[CH2:20])=[N-:19].CNC(N)=O.[OH-].[K+]. (2) Given the product [Si:10]([O:17][CH2:18][CH:19]([O:22][CH:23]1[CH2:28][CH2:27][CH2:26][CH2:25][O:24]1)[CH2:20][N:3]1[CH:4]=[C:5]([N+:7]([O-:9])=[O:8])[N:6]=[C:2]1[Cl:1])([C:13]([CH3:16])([CH3:14])[CH3:15])([CH3:12])[CH3:11], predict the reactants needed to synthesize it. The reactants are: [Cl:1][C:2]1[NH:3][CH:4]=[C:5]([N+:7]([O-:9])=[O:8])[N:6]=1.[Si:10]([O:17][CH2:18][CH:19]([O:22][CH:23]1[CH2:28][CH2:27][CH2:26][CH2:25][O:24]1)[CH2:20]Cl)([C:13]([CH3:16])([CH3:15])[CH3:14])([CH3:12])[CH3:11].